From a dataset of NCI-60 drug combinations with 297,098 pairs across 59 cell lines. Regression. Given two drug SMILES strings and cell line genomic features, predict the synergy score measuring deviation from expected non-interaction effect. (1) Drug 1: C1C(C(OC1N2C=NC3=C2NC=NCC3O)CO)O. Drug 2: CC12CCC3C(C1CCC2OP(=O)(O)O)CCC4=C3C=CC(=C4)OC(=O)N(CCCl)CCCl.[Na+]. Cell line: A549. Synergy scores: CSS=7.79, Synergy_ZIP=-1.62, Synergy_Bliss=1.40, Synergy_Loewe=1.38, Synergy_HSA=1.63. (2) Drug 1: CC1OCC2C(O1)C(C(C(O2)OC3C4COC(=O)C4C(C5=CC6=C(C=C35)OCO6)C7=CC(=C(C(=C7)OC)O)OC)O)O. Drug 2: C1=NC(=NC(=O)N1C2C(C(C(O2)CO)O)O)N. Cell line: LOX IMVI. Synergy scores: CSS=37.1, Synergy_ZIP=-4.33, Synergy_Bliss=-4.12, Synergy_Loewe=-0.650, Synergy_HSA=0.778. (3) Drug 1: COC1=CC(=CC(=C1O)OC)C2C3C(COC3=O)C(C4=CC5=C(C=C24)OCO5)OC6C(C(C7C(O6)COC(O7)C8=CC=CS8)O)O. Drug 2: C1=CC(=CC=C1C#N)C(C2=CC=C(C=C2)C#N)N3C=NC=N3. Cell line: K-562. Synergy scores: CSS=42.9, Synergy_ZIP=0.770, Synergy_Bliss=-1.26, Synergy_Loewe=-25.6, Synergy_HSA=-0.369. (4) Drug 2: CCC(=C(C1=CC=CC=C1)C2=CC=C(C=C2)OCCN(C)C)C3=CC=CC=C3.C(C(=O)O)C(CC(=O)O)(C(=O)O)O. Drug 1: COC1=CC(=CC(=C1O)OC)C2C3C(COC3=O)C(C4=CC5=C(C=C24)OCO5)OC6C(C(C7C(O6)COC(O7)C8=CC=CS8)O)O. Synergy scores: CSS=42.8, Synergy_ZIP=2.57, Synergy_Bliss=1.42, Synergy_Loewe=-23.3, Synergy_HSA=1.41. Cell line: NCI-H460. (5) Drug 1: C1CCN(CC1)CCOC2=CC=C(C=C2)C(=O)C3=C(SC4=C3C=CC(=C4)O)C5=CC=C(C=C5)O. Drug 2: C1=CN(C=N1)CC(O)(P(=O)(O)O)P(=O)(O)O. Cell line: SN12C. Synergy scores: CSS=4.22, Synergy_ZIP=-1.15, Synergy_Bliss=0.455, Synergy_Loewe=-26.7, Synergy_HSA=0.551.